From a dataset of Full USPTO retrosynthesis dataset with 1.9M reactions from patents (1976-2016). Predict the reactants needed to synthesize the given product. (1) Given the product [CH3:4][O:5][C:6](=[O:16])[C@H:7]([NH:8][C:6]([O:16][CH2:23][C:17]1[CH:22]=[CH:21][C:20]2[O:3][C:2]([C:10]3[CH:15]=[CH:14][CH:13]=[CH:12][CH:11]=3)=[N:1][C:19]=2[CH:18]=1)=[O:5])[CH2:9][C:10]1[CH:15]=[CH:14][CH:13]=[CH:12][CH:11]=1, predict the reactants needed to synthesize it. The reactants are: [N-:1]=[C:2]=[O:3].[CH3:4][O:5][C:6](=[O:16])[C@H:7]([CH2:9][C:10]1[CH:15]=[CH:14][CH:13]=[CH:12][CH:11]=1)[NH2:8].[C:17]1([CH3:23])[CH:22]=[CH:21][CH:20]=[CH:19][CH:18]=1. (2) Given the product [F:13][CH:11]([F:12])[O:10][C:8]1[CH:7]=[C:6]([C:14]([C:16]2[C:24]3[C:19](=[N:20][CH:21]=[C:22]([Br:25])[CH:23]=3)[NH:18][CH:17]=2)=[O:15])[CH:5]=[C:4]([O:3][CH:2]([F:26])[F:1])[CH:9]=1, predict the reactants needed to synthesize it. The reactants are: [F:1][CH:2]([F:26])[O:3][C:4]1[CH:5]=[C:6]([CH:14]([C:16]2[C:24]3[C:19](=[N:20][CH:21]=[C:22]([Br:25])[CH:23]=3)[NH:18][CH:17]=2)[OH:15])[CH:7]=[C:8]([O:10][CH:11]([F:13])[F:12])[CH:9]=1.CC(OI1(OC(C)=O)(OC(C)=O)OC(=O)C2C=CC=CC1=2)=O. (3) Given the product [Cl:1][C:2]1[CH:10]=[CH:9][C:5]([C:6]([N:44]2[CH2:45][C:46]3[C:51](=[CH:50][CH:49]=[CH:48][CH:47]=3)[CH2:43]2)=[O:8])=[CH:4][C:3]=1[C:11]#[C:12][C:13]1[CH:18]=[CH:17][CH:16]=[CH:15][N:14]=1, predict the reactants needed to synthesize it. The reactants are: [Cl:1][C:2]1[CH:10]=[CH:9][C:5]([C:6]([OH:8])=O)=[CH:4][C:3]=1[C:11]#[C:12][C:13]1[CH:18]=[CH:17][CH:16]=[CH:15][N:14]=1.[Cl-].[Na+].Cl.CN(C)CCCN=C=NCC.ON1C2N=CC=CC=2N=N1.[CH2:43]1[C:51]2[C:46](=[CH:47][CH:48]=[CH:49][CH:50]=2)[CH2:45][NH:44]1.C(N(CC)CC)C. (4) The reactants are: [CH:1]12[CH2:7][CH:4]([NH:5][CH2:6]1)[CH2:3][N:2]2[C:8]1[N:13]2[CH:14]=[CH:15][N:16]=[C:12]2[CH:11]=[C:10]([C:17]2[CH:22]=[CH:21][N:20]=[C:19]([NH:23][C@@H:24]([C:26]3[CH:31]=[CH:30][CH:29]=[CH:28][CH:27]=3)[CH3:25])[CH:18]=2)[N:9]=1.[CH3:32][C:33]([CH3:35])=O.CO. Given the product [CH:33]([N:5]1[CH2:6][C@@H:1]2[CH2:7][C@H:4]1[CH2:3][N:2]2[C:8]1[N:13]2[CH:14]=[CH:15][N:16]=[C:12]2[CH:11]=[C:10]([C:17]2[CH:22]=[CH:21][N:20]=[C:19]([NH:23][C@@H:24]([C:26]3[CH:27]=[CH:28][CH:29]=[CH:30][CH:31]=3)[CH3:25])[CH:18]=2)[N:9]=1)([CH3:35])[CH3:32], predict the reactants needed to synthesize it. (5) Given the product [Cl:1][C:2]1[CH:7]=[CH:6][N:5]=[C:4]2[N:8]([Si:16]([CH:20]([CH3:22])[CH3:21])([CH:17]([CH3:19])[CH3:18])[CH:13]([CH3:15])[CH3:14])[CH:9]=[CH:10][C:3]=12, predict the reactants needed to synthesize it. The reactants are: [Cl:1][C:2]1[CH:7]=[CH:6][N:5]=[C:4]2[NH:8][CH:9]=[CH:10][C:3]=12.[H-].[Na+].[CH:13]([Si:16](Cl)([CH:20]([CH3:22])[CH3:21])[CH:17]([CH3:19])[CH3:18])([CH3:15])[CH3:14].[Cl-].[NH4+].